Dataset: Peptide-MHC class I binding affinity with 185,985 pairs from IEDB/IMGT. Task: Regression. Given a peptide amino acid sequence and an MHC pseudo amino acid sequence, predict their binding affinity value. This is MHC class I binding data. (1) The peptide sequence is SLVENNFFT. The MHC is HLA-A68:02 with pseudo-sequence HLA-A68:02. The binding affinity (normalized) is 0.203. (2) The peptide sequence is LPPGSAKL. The MHC is Mamu-A01 with pseudo-sequence Mamu-A01. The binding affinity (normalized) is 0.318. (3) The peptide sequence is YTVRGTGKY. The MHC is HLA-A02:01 with pseudo-sequence HLA-A02:01. The binding affinity (normalized) is 0.0847. (4) The peptide sequence is RQFPTAPEF. The MHC is Mamu-B3901 with pseudo-sequence Mamu-B3901. The binding affinity (normalized) is 0.946. (5) The peptide sequence is IELPQRETWT. The MHC is Mamu-A11 with pseudo-sequence Mamu-A11. The binding affinity (normalized) is 0.118. (6) The peptide sequence is VTSMEELAR. The MHC is HLA-A68:01 with pseudo-sequence HLA-A68:01. The binding affinity (normalized) is 0.931. (7) The peptide sequence is RPMLARLTV. The MHC is HLA-B15:42 with pseudo-sequence HLA-B15:42. The binding affinity (normalized) is 0.213. (8) The peptide sequence is VTAAASLDL. The MHC is H-2-Ld with pseudo-sequence H-2-Ld. The binding affinity (normalized) is 0.0989. (9) The peptide sequence is ETTKHAVSR. The MHC is HLA-A68:01 with pseudo-sequence HLA-A68:01. The binding affinity (normalized) is 0.784.